This data is from Full USPTO retrosynthesis dataset with 1.9M reactions from patents (1976-2016). The task is: Predict the reactants needed to synthesize the given product. (1) Given the product [OH:37][C@H:27]([C:28]1[CH:33]=[CH:32][C:31]([OH:34])=[C:30]([CH2:35][OH:36])[CH:29]=1)[CH2:26][N:10]([CH2:9][C@@H:8]([C:5]1[CH:6]=[CH:7][C:2]([OH:1])=[C:3]([CH2:39][OH:40])[CH:4]=1)[OH:38])[CH2:11][CH2:12][CH2:13][CH2:14][C:15]1[CH:16]=[CH:17][C:18]([CH2:21][CH2:22][CH2:23][CH2:24][NH:25][C:54]([NH:53][C:51]([C:44]2[C:43]([NH2:42])=[N:48][C:47]([NH2:49])=[C:46]([Cl:50])[N:45]=2)=[O:52])=[NH:57])=[CH:19][CH:20]=1, predict the reactants needed to synthesize it. The reactants are: [OH:1][C:2]1[CH:7]=[CH:6][C:5]([C@@H:8]([OH:38])[CH2:9][N:10]([CH2:26][C@H:27]([OH:37])[C:28]2[CH:33]=[CH:32][C:31]([OH:34])=[C:30]([CH2:35][OH:36])[CH:29]=2)[CH2:11][CH2:12][CH2:13][CH2:14][C:15]2[CH:20]=[CH:19][C:18]([CH2:21][CH2:22][CH2:23][CH2:24][NH2:25])=[CH:17][CH:16]=2)=[CH:4][C:3]=1[CH2:39][OH:40].I.[NH2:42][C:43]1[C:44]([C:51]([NH:53][C:54](=[NH:57])SC)=[O:52])=[N:45][C:46]([Cl:50])=[C:47]([NH2:49])[N:48]=1.C(N(C(C)C)CC)(C)C. (2) Given the product [Na+:33].[Cl:30][C:26]1[CH:27]=[C:28]2[C:23](=[CH:24][CH:25]=1)[NH:22][C:21]([C:19]([NH:18][C@@H:10]([CH2:11][C:12]1[CH:17]=[CH:16][CH:15]=[CH:14][CH:13]=1)[C:9]([N:7]1[CH2:8][CH:5]([C:3]([O-:4])=[O:2])[CH2:6]1)=[O:31])=[O:20])=[CH:29]2, predict the reactants needed to synthesize it. The reactants are: C[O:2][C:3]([CH:5]1[CH2:8][N:7]([C:9](=[O:31])[CH:10]([NH:18][C:19]([C:21]2[NH:22][C:23]3[C:28]([CH:29]=2)=[CH:27][C:26]([Cl:30])=[CH:25][CH:24]=3)=[O:20])[CH2:11][C:12]2[CH:17]=[CH:16][CH:15]=[CH:14][CH:13]=2)[CH2:6]1)=[O:4].[OH-].[Na+:33]. (3) Given the product [CH2:25]([S:26][C:2]1[CH:9]=[CH:8][C:7]([N+:10]([O-:12])=[O:11])=[CH:6][C:3]=1[C:4]#[N:5])[C:19]1[CH:24]=[CH:23][CH:22]=[CH:21][CH:20]=1, predict the reactants needed to synthesize it. The reactants are: Cl[C:2]1[CH:9]=[CH:8][C:7]([N+:10]([O-:12])=[O:11])=[CH:6][C:3]=1[C:4]#[N:5].C([O-])([O-])=O.[K+].[K+].[C:19]1([CH2:25][SH:26])[CH:24]=[CH:23][CH:22]=[CH:21][CH:20]=1. (4) Given the product [ClH:29].[F:25][C:23]1[CH:22]=[CH:21][C:20]([S:26]([N:1]2[CH2:6][CH2:5][O:4][CH2:3][CH2:2]2)(=[O:28])=[O:27])=[C:19]([CH2:18][NH2:17])[CH:24]=1, predict the reactants needed to synthesize it. The reactants are: [NH:1]1[CH2:6][CH2:5][O:4][CH2:3][CH2:2]1.C(N(CC)CC)C.C([NH:17][CH2:18][C:19]1[CH:24]=[C:23]([F:25])[CH:22]=[CH:21][C:20]=1[S:26]([Cl:29])(=[O:28])=[O:27])(=O)C. (5) Given the product [C:1]([O:9][CH:10]([C:18]([F:20])([F:21])[F:19])[C:11]([F:16])([F:17])[S:12]([O-:15])(=[O:14])=[O:13])(=[O:8])[C:2]1[CH:3]=[CH:4][CH:5]=[CH:6][CH:7]=1.[C:35]1([S+:28]([C:22]2[CH:23]=[CH:24][CH:25]=[CH:26][CH:27]=2)[C:29]2[CH:34]=[CH:33][CH:32]=[CH:31][CH:30]=2)[CH:36]=[CH:37][CH:38]=[CH:39][CH:40]=1.[OH:9][CH:10]([C:18]([F:21])([F:19])[F:20])[C:11]([F:16])([F:17])[S:12]([O-:15])(=[O:14])=[O:13].[C:35]1([S+:28]([C:22]2[CH:23]=[CH:24][CH:25]=[CH:26][CH:27]=2)[C:29]2[CH:34]=[CH:33][CH:32]=[CH:31][CH:30]=2)[CH:36]=[CH:37][CH:38]=[CH:39][CH:40]=1, predict the reactants needed to synthesize it. The reactants are: [C:1]([O:9][CH:10]([C:18]([F:21])([F:20])[F:19])[C:11]([F:17])([F:16])[S:12]([O-:15])(=[O:14])=[O:13])(=[O:8])[C:2]1[CH:7]=[CH:6][CH:5]=[CH:4][CH:3]=1.[C:22]1([S+:28]([C:35]2[CH:40]=[CH:39][CH:38]=[CH:37][CH:36]=2)[C:29]2[CH:34]=[CH:33][CH:32]=[CH:31][CH:30]=2)[CH:27]=[CH:26][CH:25]=[CH:24][CH:23]=1.[OH-].[Na+].Cl. (6) The reactants are: [C:1]([C:3]1[C:4]([CH2:27][C:28]([OH:30])=O)=[N:5][C:6]([N:9]([CH2:17][C:18]([F:26])([F:25])[C:19]2[CH:24]=[CH:23][CH:22]=[CH:21][N:20]=2)C(OC(C)(C)C)=O)=[CH:7][CH:8]=1)#[N:2].[Cl:31][C:32]1[CH:33]=[C:34]([CH:37]=[CH:38][CH:39]=1)[CH2:35][NH2:36]. Given the product [C:1]([C:3]1[C:4]([CH2:27][C:28]([NH:36][CH2:35][C:34]2[CH:37]=[CH:38][CH:39]=[C:32]([Cl:31])[CH:33]=2)=[O:30])=[N:5][C:6]([NH:9][CH2:17][C:18]([F:25])([F:26])[C:19]2[CH:24]=[CH:23][CH:22]=[CH:21][N:20]=2)=[CH:7][CH:8]=1)#[N:2], predict the reactants needed to synthesize it. (7) Given the product [CH3:21][CH:15]1[CH2:16][O:17][CH2:18][CH:19]([CH3:20])[N:14]1[C:12]1[N:11]=[C:10]([C:22]2[CH:27]=[CH:26][C:25]([NH:28][C:29](=[O:30])[NH:31][CH3:32])=[CH:24][CH:23]=2)[N:9]=[C:8]([C:5]2[CH:4]=[CH:3][C:2]([NH:1][C:43]([NH:42][C:38]3[CH:37]=[C:36]([CH:41]=[CH:40][CH:39]=3)[C:33]([NH2:34])=[O:35])=[O:44])=[CH:7][CH:6]=2)[N:13]=1, predict the reactants needed to synthesize it. The reactants are: [NH2:1][C:2]1[CH:7]=[CH:6][C:5]([C:8]2[N:13]=[C:12]([N:14]3[CH:19]([CH3:20])[CH2:18][O:17][CH2:16][CH:15]3[CH3:21])[N:11]=[C:10]([C:22]3[CH:27]=[CH:26][C:25]([NH:28][C:29]([NH:31][CH3:32])=[O:30])=[CH:24][CH:23]=3)[N:9]=2)=[CH:4][CH:3]=1.[C:33]([C:36]1[CH:37]=[C:38]([NH:42][C:43](=O)[O:44]C2C=CC=CC=2)[CH:39]=[CH:40][CH:41]=1)(=[O:35])[NH2:34].